Dataset: Catalyst prediction with 721,799 reactions and 888 catalyst types from USPTO. Task: Predict which catalyst facilitates the given reaction. (1) Reactant: C(OC([N:8]1[CH2:12][CH2:11][C@H:10]([O:13][Si:14]([C:17]([CH3:20])([CH3:19])[CH3:18])([CH3:16])[CH3:15])[C@@H:9]1[C@H:21]([NH:23][C:24]1[CH:29]=[CH:28][C:27]([C:30]#[N:31])=[C:26]([Cl:32])[C:25]=1[CH3:33])[CH3:22])=O)(C)(C)C.C(O)(C(F)(F)F)=O. Product: [Si:14]([O:13][C@H:10]1[CH2:11][CH2:12][NH:8][C@@H:9]1[C@H:21]([NH:23][C:24]1[CH:29]=[CH:28][C:27]([C:30]#[N:31])=[C:26]([Cl:32])[C:25]=1[CH3:33])[CH3:22])([C:17]([CH3:19])([CH3:20])[CH3:18])([CH3:16])[CH3:15]. The catalyst class is: 91. (2) The catalyst class is: 32. Product: [NH2:5][C:4]1[N:10]([CH2:7][CH:8]=[CH2:9])[N:1]=[C:2]([CH3:6])[CH:3]=1. Reactant: [NH2:1]/[C:2](/[CH3:6])=[CH:3]\[C:4]#[N:5].[CH2:7]([NH:10]N)[CH:8]=[CH2:9]. (3) Reactant: Cl.CN.C([O-])(=O)C.[Na+].[C:9]([BH3-])#[N:10].[Na+].[C:13]([O:17][C:18]([N:20]1[CH2:25][CH2:24][C:23](=O)[CH2:22][CH2:21]1)=[O:19])([CH3:16])([CH3:15])[CH3:14]. Product: [C:13]([O:17][C:18]([N:20]1[CH2:25][CH2:24][CH:23]([NH:10][CH3:9])[CH2:22][CH2:21]1)=[O:19])([CH3:16])([CH3:14])[CH3:15]. The catalyst class is: 5. (4) Product: [CH3:2][CH2:3][CH2:4][CH:5]([CH3:8])[CH3:6].[Br:1][C:2]1[CH:7]=[CH:6][C:5]([CH:8]([O:10][CH3:13])[CH3:9])=[CH:4][CH:3]=1. Reactant: [Br:1][C:2]1[CH:7]=[CH:6][C:5]([CH:8]([OH:10])[CH3:9])=[CH:4][CH:3]=1.[H-].[Na+].[CH3:13]I. The catalyst class is: 9. (5) Reactant: [NH:1]1[CH2:7][CH2:6][CH2:5][C@H:4]([NH:8][C:9](=[O:15])[O:10][C:11]([CH3:14])([CH3:13])[CH3:12])[CH2:3][CH2:2]1.Br[CH2:17][CH2:18][O:19][Si:20]([C:23]([CH3:26])([CH3:25])[CH3:24])([CH3:22])[CH3:21].CCN(C(C)C)C(C)C. Product: [Si:20]([O:19][CH2:18][CH2:17][N:1]1[CH2:7][CH2:6][CH2:5][C@H:4]([NH:8][C:9](=[O:15])[O:10][C:11]([CH3:12])([CH3:14])[CH3:13])[CH2:3][CH2:2]1)([C:23]([CH3:26])([CH3:25])[CH3:24])([CH3:22])[CH3:21]. The catalyst class is: 9. (6) Reactant: [Br:1][C:2]1[CH:3]=[C:4]2[C:8](=[CH:9][CH:10]=1)[NH:7][C:6]([C:11]([OH:13])=O)=[CH:5]2.CCN=C=NCCCN(C)C.Cl.[CH2:26]([O:28][C:29](=[O:33])[CH2:30][CH2:31][NH2:32])[CH3:27].O. Product: [CH2:26]([O:28][C:29](=[O:33])[CH2:30][CH2:31][NH:32][C:11]([C:6]1[NH:7][C:8]2[C:4]([CH:5]=1)=[CH:3][C:2]([Br:1])=[CH:10][CH:9]=2)=[O:13])[CH3:27]. The catalyst class is: 79. (7) Reactant: [OH-].[Na+].C[O:4][C:5](=[O:32])[C:6]1[CH:11]=[CH:10][CH:9]=[C:8]([C:12]2[C:21]3[C:16](=[CH:17][C:18]([O:27][CH2:28][CH3:29])=[C:19]4[O:24][C:23]([CH3:26])([CH3:25])[CH2:22][C:20]4=3)[CH2:15][C:14]([CH3:31])([CH3:30])[N:13]=2)[CH:7]=1.[ClH:33]. Product: [ClH:33].[CH2:28]([O:27][C:18]1[CH:17]=[C:16]2[C:21](=[C:20]3[CH2:22][C:23]([CH3:26])([CH3:25])[O:24][C:19]=13)[C:12]([C:8]1[CH:7]=[C:6]([CH:11]=[CH:10][CH:9]=1)[C:5]([OH:32])=[O:4])=[N:13][C:14]([CH3:30])([CH3:31])[CH2:15]2)[CH3:29]. The catalyst class is: 5. (8) Reactant: [NH2:1][C:2]1[CH:7]=[CH:6][C:5]([SH:8])=[CH:4][CH:3]=1.Cl.Cl[C:11]1[CH:16]=[CH:15][N:14]=[CH:13][CH:12]=1.C(=O)([O-])[O-].[K+].[K+]. Product: [N:14]1[CH:15]=[CH:16][C:11]([S:8][C:5]2[CH:6]=[CH:7][C:2]([NH2:1])=[CH:3][CH:4]=2)=[CH:12][CH:13]=1. The catalyst class is: 248. (9) Reactant: CC([CH:5]1[CH:9]([NH:10][C:11]([C:13]2[CH:18]=[CH:17][CH:16]=[C:15]([C:19]3[CH:24]=[N:23][C:22]([NH2:25])=[C:21]([C:26]([NH:28][CH3:29])=[O:27])[N:20]=3)[CH:14]=2)=[O:12])[CH2:8][CH2:7][N:6]1C([O-])=O)(C)C.C(O)(C(F)(F)F)=O. Product: [NH2:25][C:22]1[C:21]([C:26]([NH:28][CH3:29])=[O:27])=[N:20][C:19]([C:15]2[CH:16]=[CH:17][CH:18]=[C:13]([C:11]([NH:10][C@@H:9]3[CH2:8][CH2:7][NH:6][CH2:5]3)=[O:12])[CH:14]=2)=[CH:24][N:23]=1. The catalyst class is: 4. (10) Reactant: [Br:1][C:2]1[CH:3]=[C:4]([O:11][CH2:12][C@@H:13]2[CH2:17][CH2:16][N:15]([C:18]([O:20][C:21]([CH3:24])([CH3:23])[CH3:22])=[O:19])[CH2:14]2)[C:5]([C:9]#[N:10])=[N:6][C:7]=1[Cl:8].[H-].[CH2:26]([Al+]CC(C)C)C(C)C.C(OC(=O)C)=O.P(Cl)(Cl)(Cl)=O.C(N(CC)CC)C. Product: [Br:1][C:2]1[CH:3]=[C:4]([O:11][CH2:12][C@@H:13]2[CH2:17][CH2:16][N:15]([C:18]([O:20][C:21]([CH3:24])([CH3:23])[CH3:22])=[O:19])[CH2:14]2)[C:5]2[N:6]([CH:26]=[N:10][CH:9]=2)[C:7]=1[Cl:8]. The catalyst class is: 2.